This data is from NCI-60 drug combinations with 297,098 pairs across 59 cell lines. The task is: Regression. Given two drug SMILES strings and cell line genomic features, predict the synergy score measuring deviation from expected non-interaction effect. (1) Drug 1: COC1=C(C=C2C(=C1)N=CN=C2NC3=CC(=C(C=C3)F)Cl)OCCCN4CCOCC4. Drug 2: CC1C(C(CC(O1)OC2CC(CC3=C2C(=C4C(=C3O)C(=O)C5=C(C4=O)C(=CC=C5)OC)O)(C(=O)CO)O)N)O.Cl. Cell line: IGROV1. Synergy scores: CSS=52.4, Synergy_ZIP=-0.234, Synergy_Bliss=-2.05, Synergy_Loewe=-0.561, Synergy_HSA=2.50. (2) Drug 1: CC1=C2C(C(=O)C3(C(CC4C(C3C(C(C2(C)C)(CC1OC(=O)C(C(C5=CC=CC=C5)NC(=O)OC(C)(C)C)O)O)OC(=O)C6=CC=CC=C6)(CO4)OC(=O)C)OC)C)OC. Drug 2: CN1C2=C(C=C(C=C2)N(CCCl)CCCl)N=C1CCCC(=O)O.Cl. Cell line: BT-549. Synergy scores: CSS=65.4, Synergy_ZIP=11.3, Synergy_Bliss=10.3, Synergy_Loewe=-2.63, Synergy_HSA=11.0. (3) Drug 2: C1=NC2=C(N1)C(=S)N=CN2. Cell line: HT29. Drug 1: CC(C1=C(C=CC(=C1Cl)F)Cl)OC2=C(N=CC(=C2)C3=CN(N=C3)C4CCNCC4)N. Synergy scores: CSS=11.3, Synergy_ZIP=-9.64, Synergy_Bliss=-14.9, Synergy_Loewe=-20.3, Synergy_HSA=-15.6. (4) Drug 1: C1CN1C2=NC(=NC(=N2)N3CC3)N4CC4. Drug 2: CC12CCC3C(C1CCC2OP(=O)(O)O)CCC4=C3C=CC(=C4)OC(=O)N(CCCl)CCCl.[Na+]. Cell line: OVCAR-4. Synergy scores: CSS=5.26, Synergy_ZIP=-3.09, Synergy_Bliss=-0.715, Synergy_Loewe=-3.28, Synergy_HSA=-0.578. (5) Drug 1: C1=CC(=CC=C1CCC2=CNC3=C2C(=O)NC(=N3)N)C(=O)NC(CCC(=O)O)C(=O)O. Drug 2: C1C(C(OC1N2C=NC(=NC2=O)N)CO)O. Cell line: RXF 393. Synergy scores: CSS=18.5, Synergy_ZIP=-5.64, Synergy_Bliss=-4.29, Synergy_Loewe=0.837, Synergy_HSA=1.33. (6) Drug 1: CN(C)N=NC1=C(NC=N1)C(=O)N. Drug 2: CC1=C(C(=O)C2=C(C1=O)N3CC4C(C3(C2COC(=O)N)OC)N4)N. Cell line: SN12C. Synergy scores: CSS=29.5, Synergy_ZIP=3.15, Synergy_Bliss=3.79, Synergy_Loewe=-23.7, Synergy_HSA=2.77. (7) Drug 1: CC(CN1CC(=O)NC(=O)C1)N2CC(=O)NC(=O)C2. Drug 2: CC1CCCC2(C(O2)CC(NC(=O)CC(C(C(=O)C(C1O)C)(C)C)O)C(=CC3=CSC(=N3)C)C)C. Cell line: UACC-257. Synergy scores: CSS=-2.92, Synergy_ZIP=-1.39, Synergy_Bliss=-4.78, Synergy_Loewe=-7.33, Synergy_HSA=-6.17. (8) Drug 1: CNC(=O)C1=CC=CC=C1SC2=CC3=C(C=C2)C(=NN3)C=CC4=CC=CC=N4. Drug 2: C1=NNC2=C1C(=O)NC=N2. Cell line: MDA-MB-231. Synergy scores: CSS=-8.09, Synergy_ZIP=3.92, Synergy_Bliss=-2.88, Synergy_Loewe=-6.06, Synergy_HSA=-8.38. (9) Drug 1: CC=C1C(=O)NC(C(=O)OC2CC(=O)NC(C(=O)NC(CSSCCC=C2)C(=O)N1)C(C)C)C(C)C. Drug 2: COC1=C2C(=CC3=C1OC=C3)C=CC(=O)O2. Cell line: K-562. Synergy scores: CSS=55.0, Synergy_ZIP=-2.32, Synergy_Bliss=-6.69, Synergy_Loewe=-62.4, Synergy_HSA=-5.00. (10) Synergy scores: CSS=34.0, Synergy_ZIP=3.49, Synergy_Bliss=3.73, Synergy_Loewe=-19.7, Synergy_HSA=2.88. Drug 1: COC1=CC(=CC(=C1O)OC)C2C3C(COC3=O)C(C4=CC5=C(C=C24)OCO5)OC6C(C(C7C(O6)COC(O7)C8=CC=CS8)O)O. Cell line: LOX IMVI. Drug 2: COC1=C2C(=CC3=C1OC=C3)C=CC(=O)O2.